This data is from Catalyst prediction with 721,799 reactions and 888 catalyst types from USPTO. The task is: Predict which catalyst facilitates the given reaction. Reactant: [CH3:1][C:2]([OH:20])([CH3:19])[C:3]([N:5]1[C:13]2[C:8](=[CH:9][C:10]([O:17][CH3:18])=[C:11]([N+:14]([O-])=O)[CH:12]=2)[CH2:7][CH2:6]1)=[O:4].N#N. Product: [NH2:14][C:11]1[CH:12]=[C:13]2[C:8]([CH2:7][CH2:6][N:5]2[C:3](=[O:4])[C:2]([CH3:1])([OH:20])[CH3:19])=[CH:9][C:10]=1[O:17][CH3:18]. The catalyst class is: 604.